This data is from Reaction yield outcomes from USPTO patents with 853,638 reactions. The task is: Predict the reaction yield, written as a fraction of the theoretical maximum amount of product (1.0 means a 100% yield; for example, 0.34 means a 34% yield). (1) The reactants are CS([O:5][CH:6]1CN(C(C2OC(C3C=CC=CC=3)=NN=2)=O)C1)(=O)=O.C[C:24]1[CH:31]=[C:30]([O:32][CH:33]2[CH2:36][N:35]([C:37]([C:39]3[O:40][C:41]([C:44]4[CH:49]=[CH:48][CH:47]=[CH:46][CH:45]=4)=[N:42][N:43]=3)=[O:38])[CH2:34]2)[CH:29]=[CH:28][C:25]=1[CH:26]=[O:27].[CH3:50]OC1C=CC(C2OC(C(OCC)=O)=NN=2)=CC=1. No catalyst specified. The product is [CH3:6][O:5][C:47]1[CH:46]=[CH:45][C:44]([C:41]2[O:40][C:39]([C:37]([N:35]3[CH2:36][CH:33]([O:32][C:30]4[CH:31]=[CH:24][C:25]([CH:26]=[O:27])=[CH:28][C:29]=4[CH3:50])[CH2:34]3)=[O:38])=[N:43][N:42]=2)=[CH:49][CH:48]=1. The yield is 0.380. (2) No catalyst specified. The yield is 0.800. The reactants are [C:1]1([N:7]2[CH2:12][CH2:11][N:10]([CH2:13][CH2:14][NH2:15])[CH2:9][CH2:8]2)[CH:6]=[CH:5][CH:4]=[CH:3][CH:2]=1.[C:16]([N:20]1[C:24]([C:25]2[CH:30]=[CH:29][C:28]([CH3:31])=[CH:27][CH:26]=2)=[CH:23][C:22]([CH:32]=O)=[N:21]1)([CH3:19])([CH3:18])[CH3:17]. The product is [C:16]([N:20]1[C:24]([C:25]2[CH:26]=[CH:27][C:28]([CH3:31])=[CH:29][CH:30]=2)=[CH:23][C:22]([CH2:32][NH:15][CH2:14][CH2:13][N:10]2[CH2:9][CH2:8][N:7]([C:1]3[CH:2]=[CH:3][CH:4]=[CH:5][CH:6]=3)[CH2:12][CH2:11]2)=[N:21]1)([CH3:19])([CH3:18])[CH3:17].